Dataset: Catalyst prediction with 721,799 reactions and 888 catalyst types from USPTO. Task: Predict which catalyst facilitates the given reaction. (1) The catalyst class is: 8. Product: [NH:9]1[C:10]2[C:15](=[CH:14][CH:13]=[CH:12][CH:11]=2)[C:7]([CH2:6][CH2:5][C:4]([NH:18][NH2:19])=[O:3])=[CH:8]1. Reactant: C([O:3][C:4](=O)[CH2:5][CH2:6][C:7]1[C:15]2[C:10](=[CH:11][CH:12]=[CH:13][CH:14]=2)[NH:9][CH:8]=1)C.O.[NH2:18][NH2:19]. (2) Reactant: [C:1](O)(=O)C.N[C:6]1[CH:11]=[C:10]([Cl:12])[CH:9]=[CH:8][N:7]=1.C=O.[BH3-][C:16]#[N:17].[Na+].[OH-].[Na+]. Product: [Cl:12][C:10]1[CH:9]=[CH:8][N:7]=[C:6]([N:17]([CH3:16])[CH3:1])[CH:11]=1. The catalyst class is: 144. (3) Reactant: [N:1]1[CH:6]=[CH:5][CH:4]=[CH:3][C:2]=1[C:7]1[CH:11]=[C:10]([C:12]2[O:16][N:15]=[C:14]([C:17]3[CH:22]=[CH:21][C:20]([CH3:23])=[CH:19][CH:18]=3)[N:13]=2)[O:9][N:8]=1.[I:24]N1C(=O)CCC1=O. Product: [I:24][C:11]1[C:7]([C:2]2[CH:3]=[CH:4][CH:5]=[CH:6][N:1]=2)=[N:8][O:9][C:10]=1[C:12]1[O:16][N:15]=[C:14]([C:17]2[CH:22]=[CH:21][C:20]([CH3:23])=[CH:19][CH:18]=2)[N:13]=1. The catalyst class is: 10. (4) Reactant: [F:1][C:2]1[CH:3]=[C:4]([Cl:29])[C:5]([O:27][CH3:28])=[C:6]([CH:8]([C:10]2[C:11]([S:23]([CH3:26])(=[O:25])=[O:24])=[C:12]([NH2:22])[CH:13]=[C:14]([N:16]3[CH2:21][CH2:20][NH:19][CH2:18][CH2:17]3)[CH:15]=2)[CH3:9])[CH:7]=1.C(=O)=O.CO.Cl. Product: [ClH:29].[F:1][C:2]1[CH:3]=[C:4]([Cl:29])[C:5]([O:27][CH3:28])=[C:6]([CH:8]([C:10]2[C:11]([S:23]([CH3:26])(=[O:25])=[O:24])=[C:12]([NH2:22])[CH:13]=[C:14]([N:16]3[CH2:17][CH2:18][NH:19][CH2:20][CH2:21]3)[CH:15]=2)[CH3:9])[CH:7]=1. The catalyst class is: 4.